The task is: Predict the reaction yield, written as a fraction of the theoretical maximum amount of product (1.0 means a 100% yield; for example, 0.34 means a 34% yield).. This data is from Reaction yield outcomes from USPTO patents with 853,638 reactions. (1) The reactants are [CH3:1][C:2]([CH3:17])([CH3:16])[C@@H:3]([C:9]([O:11]C(C)(C)C)=[O:10])[NH:4][S:5]([CH3:8])(=[O:7])=[O:6]. The catalyst is Cl.O1CCOCC1. The product is [CH3:1][C:2]([CH3:17])([CH3:16])[C@@H:3]([C:9]([OH:11])=[O:10])[NH:4][S:5]([CH3:8])(=[O:7])=[O:6]. The yield is 1.00. (2) The reactants are [CH3:1][C:2]1[CH:11]=[CH:10][C:9]2[C:8]([OH:12])=[CH:7][CH:6]=[CH:5][C:4]=2[N:3]=1.N1C=CC=CC=1.[F:19][C:20]([F:33])([F:32])[S:21](O[S:21]([C:20]([F:33])([F:32])[F:19])(=[O:23])=[O:22])(=[O:23])=[O:22].O. The catalyst is ClCCl. The product is [F:19][C:20]([F:33])([F:32])[S:21]([O:12][C:8]1[CH:7]=[CH:6][CH:5]=[C:4]2[C:9]=1[CH:10]=[CH:11][C:2]([CH3:1])=[N:3]2)(=[O:23])=[O:22]. The yield is 0.920. (3) The reactants are OS(O)(=O)=O.[CH2:6]([CH:9]1[CH2:14][CH2:13][CH:12]([CH2:15][OH:16])[CH2:11][CH2:10]1)[C:7]#[CH:8].C([OH:20])(C)C.O. The catalyst is CC(C)=O.CCOCC.[O-2].[O-2].[O-2].[Cr+6]. The product is [CH2:6]([CH:9]1[CH2:14][CH2:13][CH:12]([C:15]([OH:20])=[O:16])[CH2:11][CH2:10]1)[C:7]#[CH:8]. The yield is 0.730. (4) The reactants are [C:1]([O:5][C:6]([N:8]1[CH2:13][CH2:12][C:11]([CH3:17])([C:14]([OH:16])=O)[CH2:10][CH2:9]1)=[O:7])([CH3:4])([CH3:3])[CH3:2].CC[N:20]([CH:24]([CH3:26])C)[CH:21]([CH3:23])C.N1CCCC1.CN(C(ON1N=NC2C=CC=NC1=2)=[N+](C)C)C.F[P-](F)(F)(F)(F)F. The catalyst is CN(C=O)C. The product is [C:1]([O:5][C:6]([N:8]1[CH2:9][CH2:10][C:11]([CH3:17])([C:14]([N:20]2[CH2:21][CH2:23][CH2:26][CH2:24]2)=[O:16])[CH2:12][CH2:13]1)=[O:7])([CH3:2])([CH3:3])[CH3:4]. The yield is 1.00.